From a dataset of Full USPTO retrosynthesis dataset with 1.9M reactions from patents (1976-2016). Predict the reactants needed to synthesize the given product. Given the product [Cl:1][C:2]1[C:3]2[C:10]([F:18])=[CH:9][NH:8][C:4]=2[N:5]=[CH:6][N:7]=1, predict the reactants needed to synthesize it. The reactants are: [Cl:1][C:2]1[C:3]2[C:10](Br)=[CH:9][NH:8][C:4]=2[N:5]=[CH:6][N:7]=1.[Li]CCCC.[B-](F)(F)(F)[F:18].[B-](F)(F)(F)F.C1[N+]2(O)CC[N+](F)(CC2)C1.C1C=CC(S(N(S(C2C=CC=CC=2)(=O)=O)F)(=O)=O)=CC=1.